Task: Predict the reaction yield, written as a fraction of the theoretical maximum amount of product (1.0 means a 100% yield; for example, 0.34 means a 34% yield).. Dataset: Reaction yield outcomes from USPTO patents with 853,638 reactions (1) The reactants are [NH2:1][C:2]1[CH:7]=[CH:6][C:5]([N:8]2[C:14](=[O:15])[CH2:13][C:12](=[O:16])[NH:11][C:10]3[C:17]4[C:22]([CH:23]=[CH:24][C:9]2=3)=[CH:21][CH:20]=[CH:19][CH:18]=4)=[CH:4][CH:3]=1.[F:25][C:26]([F:37])([F:36])[C:27]1[CH:28]=[C:29]([CH:33]=[CH:34][CH:35]=1)[C:30](Cl)=[O:31].C(NC1C=CC(N2C(=O)CC(=O)NC3C4C(C=CC2=3)=CC=CC=4)=CC=1)(=O)C1C=CC=CC=1. No catalyst specified. The product is [F:25][C:26]([F:36])([F:37])[C:27]1[CH:28]=[C:29]([CH:33]=[CH:34][CH:35]=1)[C:30]([NH:1][C:2]1[CH:7]=[CH:6][C:5]([N:8]2[C:14](=[O:15])[CH2:13][C:12](=[O:16])[NH:11][C:10]3[C:17]4[C:22]([CH:23]=[CH:24][C:9]2=3)=[CH:21][CH:20]=[CH:19][CH:18]=4)=[CH:4][CH:3]=1)=[O:31]. The yield is 0.130. (2) The reactants are [NH2:1][C:2]([CH3:19])([CH2:10][C:11]1[CH:16]=[CH:15][C:14]([O:17][CH3:18])=[CH:13][CH:12]=1)[C:3]([O:5]C(C)(C)C)=[O:4].C1(C)C=CC=CC=1.[ClH:27]. The catalyst is CC(O)C. The product is [ClH:27].[NH2:1][C:2]([CH3:19])([CH2:10][C:11]1[CH:12]=[CH:13][C:14]([O:17][CH3:18])=[CH:15][CH:16]=1)[C:3]([OH:5])=[O:4]. The yield is 0.670. (3) The catalyst is C(Cl)Cl. The reactants are [ClH:1].[Br:2][C:3]1[CH:8]=[CH:7][C:6]([C@@H:9]([C@H:29]2[N:33](C(OC(C)(C)C)=O)[C:32]([CH3:42])([CH3:41])[CH2:31][CH2:30]2)[C:10]([N:12]2[CH2:17][CH2:16][N:15]([C:18]3[C:19]4[C@H:26]([CH3:27])[CH2:25][C@@H:24]([OH:28])[C:20]=4[N:21]=[CH:22][N:23]=3)[CH2:14][CH2:13]2)=[O:11])=[CH:5][C:4]=1[F:43]. The yield is 0.319. The product is [ClH:1].[ClH:1].[Br:2][C:3]1[CH:8]=[CH:7][C:6]([C@@H:9]([C@@H:29]2[CH2:30][CH2:31][C:32]([CH3:42])([CH3:41])[NH:33]2)[C:10]([N:12]2[CH2:17][CH2:16][N:15]([C:18]3[C:19]4[C@H:26]([CH3:27])[CH2:25][C@@H:24]([OH:28])[C:20]=4[N:21]=[CH:22][N:23]=3)[CH2:14][CH2:13]2)=[O:11])=[CH:5][C:4]=1[F:43].